This data is from Catalyst prediction with 721,799 reactions and 888 catalyst types from USPTO. The task is: Predict which catalyst facilitates the given reaction. (1) Reactant: [C:1](Cl)(Cl)=[O:2].[F:5][C:6]([F:28])([F:27])[C:7]1[CH:12]=[C:11]([C:13]([F:16])([F:15])[F:14])[CH:10]=[CH:9][C:8]=1[NH:17][C:18](=[O:26])[C:19]1[CH:24]=[CH:23][CH:22]=[C:21]([NH2:25])[CH:20]=1.FC(F)(F)C1C=C(C(F)(F)F)C=CC=1N. Product: [F:5][C:6]([F:27])([F:28])[C:7]1[CH:12]=[C:11]([C:13]([F:16])([F:14])[F:15])[CH:10]=[CH:9][C:8]=1[NH:17][C:18](=[O:26])[C:19]1[CH:24]=[CH:23][CH:22]=[C:21]([N:25]=[C:1]=[O:2])[CH:20]=1. The catalyst class is: 12. (2) Reactant: C([Li])CCC.[NH:6]([C:13]1[N:18]=[C:17]([C:19]2[N:23]([CH:24]([CH3:26])[CH3:25])[C:22]([CH:27]=[O:28])=[N:21][CH:20]=2)[CH:16]=[CH:15][N:14]=1)[C:7]1[CH:12]=[CH:11][CH:10]=[CH:9][CH:8]=1.CON(C)C(=O)[C:33]1[CH:38]=[CH:37][CH:36]=[CH:35][CH:34]=1. Product: [NH:6]([C:13]1[N:18]=[C:17]([C:19]2[N:23]([CH:24]([CH3:25])[CH3:26])[C:22]([C:27](=[O:28])[C:33]3[CH:38]=[CH:37][CH:36]=[CH:35][CH:34]=3)=[N:21][CH:20]=2)[CH:16]=[CH:15][N:14]=1)[C:7]1[CH:12]=[CH:11][CH:10]=[CH:9][CH:8]=1. The catalyst class is: 1. (3) Reactant: [OH-].[Na+].[CH3:3][N:4]1[C:12]2[N:11]=[CH:10][NH:9][C:8]=2[C:7](=[O:13])[NH:6][C:5]1=[O:14].[CH2:15](Br)[C:16]1[CH:21]=[CH:20][CH:19]=[CH:18][CH:17]=1.O. Product: [CH2:15]([N:9]1[C:8]2[C:7](=[O:13])[NH:6][C:5](=[O:14])[N:4]([CH3:3])[C:12]=2[N:11]=[CH:10]1)[C:16]1[CH:21]=[CH:20][CH:19]=[CH:18][CH:17]=1. The catalyst class is: 5. (4) Reactant: [Br:1][C:2]1[CH:3]=[C:4]([CH:6]=[CH:7][CH:8]=1)[NH2:5].N1C=CC=CC=1.[CH3:15][S:16](Cl)(=[O:18])=[O:17].C(OCC)(=O)C. Product: [Br:1][C:2]1[CH:3]=[C:4]([NH:5][S:16]([CH3:15])(=[O:18])=[O:17])[CH:6]=[CH:7][CH:8]=1. The catalyst class is: 635. (5) Reactant: [ClH:1].C(OC(=O)[NH:8][C@H:9]([C:11]1[O:15][N:14]=[C:13]([CH:16]2[CH2:21][CH:20]([C:22]3[CH:27]=[CH:26][C:25]([C:28]([F:31])([F:30])[F:29])=[CH:24][CH:23]=3)[CH2:19][N:18]([C:32]([N:34]3[CH2:39][CH2:38][O:37][CH2:36][CH2:35]3)=[O:33])[CH2:17]2)[N:12]=1)[CH3:10])(C)(C)C. Product: [ClH:1].[NH2:8][C@H:9]([C:11]1[O:15][N:14]=[C:13]([CH:16]2[CH2:21][CH:20]([C:22]3[CH:27]=[CH:26][C:25]([C:28]([F:29])([F:30])[F:31])=[CH:24][CH:23]=3)[CH2:19][N:18]([C:32]([N:34]3[CH2:39][CH2:38][O:37][CH2:36][CH2:35]3)=[O:33])[CH2:17]2)[N:12]=1)[CH3:10]. The catalyst class is: 12. (6) Reactant: [Cl-].O[NH3+:3].[C:4](=[O:7])([O-])[OH:5].[Na+].CS(C)=O.[CH2:13]([C:17]1[N:22]2[N:23]=[CH:24][N:25]=[C:21]2[N:20]([CH:26]2[CH2:31][CH2:30][CH:29]([O:32][CH3:33])[CH2:28][CH2:27]2)[C:19](=[O:34])[C:18]=1[CH2:35][C:36]1[CH:41]=[CH:40][C:39]([C:42]2[C:43]([C:48]#[N:49])=[CH:44][CH:45]=[CH:46][CH:47]=2)=[CH:38][CH:37]=1)[CH2:14][CH2:15][CH3:16]. Product: [CH2:13]([C:17]1[N:22]2[N:23]=[CH:24][N:25]=[C:21]2[N:20]([CH:26]2[CH2:31][CH2:30][CH:29]([O:32][CH3:33])[CH2:28][CH2:27]2)[C:19](=[O:34])[C:18]=1[CH2:35][C:36]1[CH:41]=[CH:40][C:39]([C:42]2[CH:47]=[CH:46][CH:45]=[CH:44][C:43]=2[C:48]2[NH:3][C:4](=[O:7])[O:5][N:49]=2)=[CH:38][CH:37]=1)[CH2:14][CH2:15][CH3:16]. The catalyst class is: 13. (7) Reactant: COC1C=CC(C[N:8]2[C:12]([NH:13][C:14](=[O:26])[CH2:15][C:16]3[C:25]4[C:20](=[CH:21][CH:22]=[CH:23][CH:24]=4)[CH:19]=[CH:18][CH:17]=3)=[CH:11][C:10]([CH:27]3[CH2:30][CH:29]([C:31]4[CH:36]=[CH:35][CH:34]=[CH:33][CH:32]=4)[CH2:28]3)=[N:9]2)=CC=1.C1(OC)C=CC=CC=1. Product: [C:16]1([CH2:15][C:14]([NH:13][C:12]2[CH:11]=[C:10]([C@H:27]3[CH2:30][C@@H:29]([C:31]4[CH:36]=[CH:35][CH:34]=[CH:33][CH:32]=4)[CH2:28]3)[NH:9][N:8]=2)=[O:26])[C:25]2[C:20](=[CH:21][CH:22]=[CH:23][CH:24]=2)[CH:19]=[CH:18][CH:17]=1. The catalyst class is: 55. (8) Reactant: [NH2:1][C:2]1([C:6]([NH:8][C:9]2[CH:10]=[N:11][C:12]([O:15][C:16]3[CH:21]=[CH:20][C:19]([CH3:22])=[C:18]([O:23][CH3:24])[CH:17]=3)=[CH:13][CH:14]=2)=[O:7])[CH2:5][CH2:4][CH2:3]1.Cl[C:26](Cl)([O:28]C(=O)OC(Cl)(Cl)Cl)Cl. Product: [CH3:22][C:19]1[CH:20]=[CH:21][C:16]([O:15][C:12]2[N:11]=[CH:10][C:9]([N:8]3[C:6](=[O:7])[C:2]4([CH2:5][CH2:4][CH2:3]4)[NH:1][C:26]3=[O:28])=[CH:14][CH:13]=2)=[CH:17][C:18]=1[O:23][CH3:24]. The catalyst class is: 4. (9) Reactant: [C:1]([C:3]1[CH:21]=[CH:20][C:6]([C:7]([NH:9][C:10]2[CH:11]=[C:12]([CH:17]=[CH:18][CH:19]=2)[C:13](OC)=[O:14])=[O:8])=[CH:5][CH:4]=1)#[N:2].O.[NH2:23][NH2:24]. Product: [C:1]([C:3]1[CH:21]=[CH:20][C:6]([C:7]([NH:9][C:10]2[CH:19]=[CH:18][CH:17]=[C:12]([C:13]([NH:23][NH2:24])=[O:14])[CH:11]=2)=[O:8])=[CH:5][CH:4]=1)#[N:2]. The catalyst class is: 14.